This data is from Full USPTO retrosynthesis dataset with 1.9M reactions from patents (1976-2016). The task is: Predict the reactants needed to synthesize the given product. (1) Given the product [CH3:16][C:13]1([CH3:17])[N:12]([CH2:22][C:21]2[CH:24]=[CH:25][CH:26]=[CH:27][C:20]=2[C:19]([F:18])([F:28])[F:29])[N:11]([CH:2]2[CH:3]3[CH2:4][CH:5]4[CH2:6][CH:7]([CH2:8][CH:1]2[CH2:10]4)[CH2:9]3)[C:14]1=[O:15], predict the reactants needed to synthesize it. The reactants are: [CH:1]12[CH2:10][CH:5]3[CH2:6][CH:7]([CH2:9][CH:3]([CH2:4]3)[CH:2]1[N:11]1[C:14](=[O:15])[C:13]([CH3:17])([CH3:16])[NH:12]1)[CH2:8]2.[F:18][C:19]([F:29])([F:28])[C:20]1[CH:27]=[CH:26][CH:25]=[CH:24][C:21]=1[CH2:22]Br. (2) Given the product [Cl:1][C:2]1[CH:7]=[C:6]([Cl:8])[CH:5]=[CH:4][C:3]=1[C:9]1[C:31](=[O:32])[N:30]([CH3:33])[C:12]2[N:13]([CH3:29])[C:14]3[C:19]([C:11]=2[CH:10]=1)=[CH:18][C:17]([C:20]1[NH:35][N:36]=[C:22]([CH2:23][O:24][CH2:25][CH3:26])[CH:21]=1)=[CH:16][CH:15]=3, predict the reactants needed to synthesize it. The reactants are: [Cl:1][C:2]1[CH:7]=[C:6]([Cl:8])[CH:5]=[CH:4][C:3]=1[C:9]1[C:31](=[O:32])[N:30]([CH3:33])[C:12]2[N:13]([CH3:29])[C:14]3[C:19]([C:11]=2[CH:10]=1)=[CH:18][C:17]([C:20](=O)[CH2:21][C:22](=O)[CH2:23][O:24][CH2:25][CH3:26])=[CH:16][CH:15]=3.O.[NH2:35][NH2:36]. (3) Given the product [C:11](=[O:12])([O:9][C:6]1[CH:7]=[CH:8][C:3]([CH2:1][CH3:2])=[CH:4][CH:5]=1)[NH2:10], predict the reactants needed to synthesize it. The reactants are: [CH2:1]([C:3]1[CH:8]=[CH:7][C:6]([OH:9])=[CH:5][CH:4]=1)[CH3:2].[NH2:10][C:11](N)=[O:12]. (4) Given the product [N:28]1([C:33]2[CH:39]=[CH:38][C:36]([NH:37][C:20]([CH:19]3[C:18]4[C:23](=[C:14]([F:13])[C:15]([O:26][CH3:27])=[CH:16][CH:17]=4)[C:22](=[O:24])[N:12]([CH2:11][CH2:10][O:9][CH3:8])[CH:6]3[C:2]3[S:1][CH:5]=[CH:4][CH:3]=3)=[O:25])=[CH:35][CH:34]=2)[CH:29]=[CH:30][CH:31]=[CH:32]1, predict the reactants needed to synthesize it. The reactants are: [S:1]1[CH:5]=[CH:4][CH:3]=[C:2]1[CH:6]=O.[CH3:8][O:9][CH2:10][CH2:11][NH2:12].[F:13][C:14]1[C:15]([O:26][CH3:27])=[CH:16][CH:17]=[C:18]2[C:23]=1[C:22](=[O:24])O[C:20](=[O:25])[CH2:19]2.[N:28]1([C:33]2[CH:39]=[CH:38][C:36]([NH2:37])=[CH:35][CH:34]=2)[CH:32]=[CH:31][CH:30]=[CH:29]1. (5) Given the product [F:54][C:2]1[CH:3]=[CH:4][CH:5]=[CH:6][C:1]=1[NH:7][C:8]([C:10]1[CH:11]=[CH:12][C:13]([C:16]2[CH:17]=[CH:18][C:19]([NH:22][C:23]([C:25]3[O:29][C:28]([N:30]4[CH2:35][CH2:34][CH2:33][CH:32]([CH3:36])[CH2:31]4)=[N:27][C:26]=3[C:37]([F:40])([F:39])[F:38])=[O:24])=[CH:20][CH:21]=2)=[CH:14][CH:15]=1)=[O:9], predict the reactants needed to synthesize it. The reactants are: [C:1]1([NH:7][C:8]([C:10]2[CH:15]=[CH:14][C:13]([C:16]3[CH:21]=[CH:20][C:19]([NH:22][C:23]([C:25]4[O:29][C:28]([N:30]5[CH2:35][CH2:34][CH2:33][CH:32]([CH3:36])[CH2:31]5)=[N:27][C:26]=4[C:37]([F:40])([F:39])[F:38])=[O:24])=[CH:18][CH:17]=3)=[CH:12][CH:11]=2)=[O:9])[CH:6]=[CH:5][CH:4]=[CH:3][CH:2]=1.CC1CCCN(C2OC(C(NC3C=CC(C4C=CC(C(O)=O)=CC=4)=CC=3)=O)=C(C(F)(F)[F:54])N=2)C1.FC1C=CC=CC=1N. (6) Given the product [N:29]1([C:26]2[CH:25]=[CH:24][C:23]([NH:22][C:18]3[N:19]=[CH:20][N:21]=[C:16]([C:5]4[CH:6]=[CH:7][C:8]([O:9][CH:10]5[CH2:15][CH2:14][O:13][CH2:12][CH2:11]5)=[C:3]([CH:4]=4)[C:1]#[N:2])[N:17]=3)=[CH:28][CH:27]=2)[CH2:34][CH2:33][NH:32][CH2:31][CH2:30]1, predict the reactants needed to synthesize it. The reactants are: [C:1]([C:3]1[CH:4]=[C:5]([C:16]2[N:21]=[CH:20][N:19]=[C:18]([NH:22][C:23]3[CH:28]=[CH:27][C:26]([N:29]4[CH2:34][CH2:33][N:32](C(OC(C)(C)C)=O)[CH2:31][CH2:30]4)=[CH:25][CH:24]=3)[N:17]=2)[CH:6]=[CH:7][C:8]=1[O:9][CH:10]1[CH2:15][CH2:14][O:13][CH2:12][CH2:11]1)#[N:2].FC(F)(F)C(O)=O.